Dataset: NCI-60 drug combinations with 297,098 pairs across 59 cell lines. Task: Regression. Given two drug SMILES strings and cell line genomic features, predict the synergy score measuring deviation from expected non-interaction effect. Drug 1: CNC(=O)C1=CC=CC=C1SC2=CC3=C(C=C2)C(=NN3)C=CC4=CC=CC=N4. Drug 2: CCN(CC)CCNC(=O)C1=C(NC(=C1C)C=C2C3=C(C=CC(=C3)F)NC2=O)C. Cell line: LOX IMVI. Synergy scores: CSS=4.42, Synergy_ZIP=-2.61, Synergy_Bliss=-1.75, Synergy_Loewe=-1.19, Synergy_HSA=-0.180.